This data is from Full USPTO retrosynthesis dataset with 1.9M reactions from patents (1976-2016). The task is: Predict the reactants needed to synthesize the given product. (1) Given the product [CH2:1]([C:4]1[C:5]([C@H:10]([C:21]2[CH:22]=[CH:23][C:24]([C:27]([F:29])([F:30])[F:28])=[CH:25][CH:26]=2)[NH:11][C:12]([NH:14][C:15]2[CH:16]=[N:17][CH:18]=[CH:19][CH:20]=2)=[O:13])=[N:6][CH:7]=[CH:8][CH:9]=1)[CH2:2][CH3:3], predict the reactants needed to synthesize it. The reactants are: [CH2:1]([C:4]1[C:5]([C@H:10]([C:21]2[CH:26]=[CH:25][C:24]([C:27]([F:30])([F:29])[F:28])=[CH:23][CH:22]=2)[NH:11][C:12]([NH:14][C:15]2[CH:16]=[N:17][CH:18]=[CH:19][CH:20]=2)=[O:13])=[N:6][CH:7]=[CH:8][CH:9]=1)[CH:2]=[CH2:3]. (2) Given the product [F:33][C:30]1[CH:31]=[CH:32][C:27]([C:25]2[CH:24]=[C:23]([C:34]([F:36])([F:35])[F:37])[N:22]=[C:21]([C:17]3[CH:16]=[C:15]([C:11]4[CH:12]=[CH:13][CH:14]=[C:9]([S:6]([NH2:5])(=[O:8])=[O:7])[CH:10]=4)[CH:20]=[CH:19][CH:18]=3)[N:26]=2)=[CH:28][CH:29]=1, predict the reactants needed to synthesize it. The reactants are: C([NH:5][S:6]([C:9]1[CH:10]=[C:11]([C:15]2[CH:20]=[CH:19][CH:18]=[C:17]([C:21]3[N:26]=[C:25]([C:27]4[CH:32]=[CH:31][C:30]([F:33])=[CH:29][CH:28]=4)[CH:24]=[C:23]([C:34]([F:37])([F:36])[F:35])[N:22]=3)[CH:16]=2)[CH:12]=[CH:13][CH:14]=1)(=[O:8])=[O:7])(C)(C)C.C(O)(C(F)(F)F)=O. (3) The reactants are: [CH2:1]([O:8][C:9]1[CH:10]=[C:11]([C:17]([C:19]2[CH:24]=[CH:23][C:22]([O:25][CH3:26])=[C:21]([O:27]CC)[CH:20]=2)=[O:18])[CH:12]=[CH:13][C:14]=1[O:15][CH3:16])[C:2]1C=CC=CC=1. Given the product [CH2:1]([O:8][C:9]1[CH:10]=[C:11]([C:17]([C:19]2[CH:24]=[CH:23][C:22]([O:25][CH3:26])=[C:21]([OH:27])[CH:20]=2)=[O:18])[CH:12]=[CH:13][C:14]=1[O:15][CH3:16])[CH3:2], predict the reactants needed to synthesize it. (4) The reactants are: Br[C:2]1[CH:10]=[CH:9][CH:8]=[C:7]2[C:3]=1[CH:4]=[N:5][N:6]2[C:11]1[CH:12]=[C:13]([CH3:17])[CH:14]=[CH:15][CH:16]=1.[NH:18]1[CH2:22][CH2:21][NH:20][C:19]1=[O:23].C(=O)([O-])[O-].[Cs+].[Cs+].CC1(C)C2C=CC=C(P(C3C=CC=CC=3)C3C=CC=CC=3)C=2OC2C1=CC=CC=2P(C1C=CC=CC=1)C1C=CC=CC=1. Given the product [C:13]1([CH3:17])[CH:14]=[CH:15][CH:16]=[C:11]([N:6]2[C:7]3[C:3](=[C:2]([N:18]4[CH2:22][CH2:21][NH:20][C:19]4=[O:23])[CH:10]=[CH:9][CH:8]=3)[CH:4]=[N:5]2)[CH:12]=1, predict the reactants needed to synthesize it. (5) Given the product [CH2:1]([C:8]1[CH:9]=[N:10][C:11]2[C:16]([C:17]=1[C:18]1[CH:19]=[C:20]([NH:24][CH2:41][C:32]3[C:33]4[C:38](=[CH:37][CH:36]=[CH:35][CH:34]=4)[CH:39]=[CH:40][C:31]=3[O:30][CH3:29])[CH:21]=[CH:22][CH:23]=1)=[CH:15][CH:14]=[CH:13][C:12]=2[C:25]([F:28])([F:26])[F:27])[C:2]1[CH:3]=[CH:4][CH:5]=[CH:6][CH:7]=1, predict the reactants needed to synthesize it. The reactants are: [CH2:1]([C:8]1[CH:9]=[N:10][C:11]2[C:16]([C:17]=1[C:18]1[CH:19]=[C:20]([NH2:24])[CH:21]=[CH:22][CH:23]=1)=[CH:15][CH:14]=[CH:13][C:12]=2[C:25]([F:28])([F:27])[F:26])[C:2]1[CH:7]=[CH:6][CH:5]=[CH:4][CH:3]=1.[CH3:29][O:30][C:31]1[CH:40]=[CH:39][C:38]2[C:33](=[CH:34][CH:35]=[CH:36][CH:37]=2)[C:32]=1[CH:41]=O. (6) Given the product [F:19][C:20]1[CH:30]=[CH:29][C:23]([C:24](=[O:25])[CH2:18][C:16]2[CH:15]=[CH:14][N:13]=[C:12]([F:11])[CH:17]=2)=[CH:22][CH:21]=1, predict the reactants needed to synthesize it. The reactants are: C[Si]([N-][Si](C)(C)C)(C)C.[Na+].[F:11][C:12]1[CH:17]=[C:16]([CH3:18])[CH:15]=[CH:14][N:13]=1.[F:19][C:20]1[CH:30]=[CH:29][C:23]([C:24](OCC)=[O:25])=[CH:22][CH:21]=1.Cl.[OH-].[Na+]. (7) Given the product [ClH:15].[Br:1][C:2]1[CH:8]=[CH:7][C:6]([CH3:9])=[CH:5][C:3]=1[NH:4][NH2:10], predict the reactants needed to synthesize it. The reactants are: [Br:1][C:2]1[CH:8]=[CH:7][C:6]([CH3:9])=[CH:5][C:3]=1[NH2:4].[N:10]([O-])=O.[Na+].[Sn](Cl)(Cl)(Cl)[Cl:15].[OH-].[Na+]. (8) Given the product [C:1]([O:5][C:6](=[O:17])[C:7]1[C:12]([CH:13]([CH3:14])[CH3:15])=[CH:11][N:10]=[CH:9][C:8]=1[F:16])([CH3:3])([CH3:2])[CH3:4], predict the reactants needed to synthesize it. The reactants are: [C:1]([O:5][C:6](=[O:17])[C:7]1[C:12]([C:13]([CH3:15])=[CH2:14])=[CH:11][N:10]=[CH:9][C:8]=1[F:16])([CH3:4])([CH3:3])[CH3:2].C([O-])=O.[NH4+]. (9) The reactants are: [NH2:1][C:2]1[N:7]=[C:6](Cl)[CH:5]=[CH:4][N:3]=1.[CH:9]1([NH2:14])[CH2:13][CH2:12][CH2:11][CH2:10]1.C(N(CC)CC)C. Given the product [CH:9]1([NH:14][C:6]2[CH:5]=[CH:4][N:3]=[C:2]([NH2:1])[N:7]=2)[CH2:13][CH2:12][CH2:11][CH2:10]1, predict the reactants needed to synthesize it.